From a dataset of Reaction yield outcomes from USPTO patents with 853,638 reactions. Predict the reaction yield, written as a fraction of the theoretical maximum amount of product (1.0 means a 100% yield; for example, 0.34 means a 34% yield). (1) The yield is 0.480. The reactants are [CH2:1]([N:8]1[CH2:13][CH2:12][CH:11]([C:14]([O:16][CH2:17][CH3:18])=[O:15])[C:10](=O)[CH2:9]1)[C:2]1[CH:7]=[CH:6][CH:5]=[CH:4][CH:3]=1.C([O-])([O-])=O.[Na+].[Na+].C(Cl)Cl.CCN(C(C)C)C(C)C.FC(F)(F)S(OS(C(F)(F)F)(=O)=O)(=O)=O.C([O-])([O-])=O.[Na+].[Na+].[Cl:59][C:60]1[CH:65]=[CH:64][C:63](B(O)O)=[CH:62][CH:61]=1. The product is [CH2:17]([O:16][C:14]([C:11]1[CH2:12][CH2:13][N:8]([CH2:1][C:2]2[CH:7]=[CH:6][CH:5]=[CH:4][CH:3]=2)[CH2:9][C:10]=1[C:63]1[CH:64]=[CH:65][C:60]([Cl:59])=[CH:61][CH:62]=1)=[O:15])[CH3:18]. The catalyst is C(Cl)Cl.C1C=CC([P]([Pd]([P](C2C=CC=CC=2)(C2C=CC=CC=2)C2C=CC=CC=2)([P](C2C=CC=CC=2)(C2C=CC=CC=2)C2C=CC=CC=2)[P](C2C=CC=CC=2)(C2C=CC=CC=2)C2C=CC=CC=2)(C2C=CC=CC=2)C2C=CC=CC=2)=CC=1.O. (2) The reactants are [CH:1]([C:4]1[CH:9]=[CH:8][C:7]([CH:10]2[C:14]3[C:15]([CH3:22])=[C:16]([NH2:21])[C:17]([CH3:20])=[C:18]([CH3:19])[C:13]=3[O:12][C:11]2([CH3:24])[CH3:23])=[CH:6][CH:5]=1)([CH3:3])[CH3:2].[F:25][C:26]1[CH:34]=[CH:33][C:29]([C:30](Cl)=[O:31])=[CH:28][CH:27]=1. The catalyst is CO. The product is [F:25][C:26]1[CH:34]=[CH:33][C:29]([C:30]([NH:21][C:16]2[C:17]([CH3:20])=[C:18]([CH3:19])[C:13]3[O:12][C:11]([CH3:24])([CH3:23])[CH:10]([C:7]4[CH:8]=[CH:9][C:4]([CH:1]([CH3:3])[CH3:2])=[CH:5][CH:6]=4)[C:14]=3[C:15]=2[CH3:22])=[O:31])=[CH:28][CH:27]=1. The yield is 0.910. (3) The reactants are [C:1]([O:5][C:6]([N:8]([CH2:12][CH2:13][OH:14])[CH:9]([CH3:11])[CH3:10])=[O:7])([CH3:4])([CH3:3])[CH3:2].[CH2:15](Br)[C:16]1[CH:21]=[CH:20][CH:19]=[CH:18][CH:17]=1.[H-].[Na+].O. The catalyst is O1CCCC1. The product is [CH2:15]([O:14][CH2:13][CH2:12][N:8]([CH:9]([CH3:10])[CH3:11])[C:6]([O:5][C:1]([CH3:2])([CH3:3])[CH3:4])=[O:7])[C:16]1[CH:21]=[CH:20][CH:19]=[CH:18][CH:17]=1. The yield is 0.300. (4) The reactants are F[C:2](F)(F)[C:3](O)=[O:4].[CH2:8]1[CH:12]2[CH2:13][C:14](=[O:16])[CH2:15][CH:11]2[CH2:10][NH:9]1.C(OC(OC(C)(C)C)=O)(OC(C)(C)C)=O.C(N(CC)CC)C. The catalyst is C(#N)C. The product is [C:3]([N:9]1[CH2:10][CH:11]2[CH2:15][C:14](=[O:16])[CH2:13][CH:12]2[CH2:8]1)(=[O:4])[CH3:2]. The yield is 0.720. (5) The reactants are [C:1]([C:3]1[C:12]2[C:7](=[CH:8][CH:9]=[CH:10][CH:11]=2)[C:6]([F:13])=[CH:5][CH:4]=1)#[N:2].[ClH:14]. The catalyst is C(O)C.[Pd]. The product is [ClH:14].[F:13][C:6]1[C:7]2[C:12](=[CH:11][CH:10]=[CH:9][CH:8]=2)[C:3]([CH2:1][NH2:2])=[CH:4][CH:5]=1. The yield is 0.440.